This data is from Catalyst prediction with 721,799 reactions and 888 catalyst types from USPTO. The task is: Predict which catalyst facilitates the given reaction. (1) Reactant: [NH2:1][C:2]1[S:3][CH:4]=[CH:5][C:6]=1[C:7]([C:9]1[CH:18]=[CH:17][C:12]([C:13]([O:15][CH3:16])=[O:14])=[CH:11][CH:10]=1)=[O:8].[I-].[Na+].C(=O)=O.[NH3:24].[CH3:25][C:26](C)=[O:27]. Product: [NH2:24][CH2:25][C:26]([NH:1][C:2]1[S:3][CH:4]=[CH:5][C:6]=1[C:7]([C:9]1[CH:18]=[CH:17][C:12]([C:13]([O:15][CH3:16])=[O:14])=[CH:11][CH:10]=1)=[O:8])=[O:27]. The catalyst class is: 7. (2) Reactant: C(Cl)Cl.[OH2:4].[O-]Cl=O.[Na+].[CH3:9][C:10]([C@H:12]1[C@@H:16]2[C@@H:17]3[C@@:30]([CH3:33])([CH2:31][CH2:32][C@@:15]2([CH:39]=[O:40])[CH2:14][CH2:13]1)[C@@:29]1([CH3:34])[C@@H:20]([C@:21]2([CH3:38])[C@@H:26]([CH2:27][CH2:28]1)[C:25]([CH3:36])([CH3:35])[C@@H:24]([OH:37])[CH2:23][CH2:22]2)[CH2:19][CH2:18]3)=[CH2:11]. Product: [CH3:11][C:10]([C@H:12]1[C@@H:16]2[C@@H:17]3[C@@:30]([CH3:33])([CH2:31][CH2:32][C@@:15]2([C:39]([OH:4])=[O:40])[CH2:14][CH2:13]1)[C@@:29]1([CH3:34])[C@@H:20]([C@:21]2([CH3:38])[C@@H:26]([CH2:27][CH2:28]1)[C:25]([CH3:36])([CH3:35])[C@@H:24]([OH:37])[CH2:23][CH2:22]2)[CH2:19][CH2:18]3)=[CH2:9]. The catalyst class is: 1. (3) Reactant: CCN(S(F)(F)[F:7])CC.[CH2:10]([N:17]1[CH2:22][CH2:21][N:20]([CH2:23][C:24]2[CH:29]=[CH:28][CH:27]=[CH:26][CH:25]=2)[CH2:19][C@@H:18]1[CH2:30]O)[C:11]1[CH:16]=[CH:15][CH:14]=[CH:13][CH:12]=1. Product: [CH2:10]([N:17]1[CH2:22][CH2:21][N:20]([CH2:23][C:24]2[CH:29]=[CH:28][CH:27]=[CH:26][CH:25]=2)[CH2:19][C@@H:18]1[CH2:30][F:7])[C:11]1[CH:16]=[CH:15][CH:14]=[CH:13][CH:12]=1. The catalyst class is: 326.